From a dataset of Experimentally validated miRNA-target interactions with 360,000+ pairs, plus equal number of negative samples. Binary Classification. Given a miRNA mature sequence and a target amino acid sequence, predict their likelihood of interaction. (1) Result: 1 (interaction). The miRNA is mmu-miR-362-5p with sequence AAUCCUUGGAACCUAGGUGUGAAU. The protein sequence of the target gene is MPLLFLERFPWPSLRTYTGLSGLALLGTIVSAYRALSQPEDGSGEPEPLTAPLQPEALAPARLTAGGPRARDVAQYLLSDSLFVWVLVNTACCVLMLVAKLIQCIVFGPLRVSERQHLKDKFWNFIFYKFIFIFGVLNVQTVEEVVMWCLWFAGLVFLHLMVQLCKDRFEYLSFSPTTPMSSHGRVLSLLIAMLLSCCGLAVVCCVTGYTHGMHTLAFMAAESLLVTVRTAHVILRYVIHLWDLNHEGTWEGKGTYVYYTDFVMELALLSLDLMHHIHMLLFGNIWLSMASLVIFMQLRY.... (2) The miRNA is hsa-miR-3170 with sequence CUGGGGUUCUGAGACAGACAGU. The protein sequence of the target gene is MAKGDPKKPKGKMSAYAFFVQTCREEHKKKNPEVPVNFAEFSKKCSERWKTMSSKEKSKFDEMAKADKVRYDREMKDYGPAKGGKKKKDPNAPKRPPSGFFLFCSEFRPKIKSTNPGISIGDVAKKLGEMWNNLSDNEKQPYVTKAAKLKEKYEKDVADYKSKGKFDGAKGPAKVARKKVEEEEEEEEEEEEEEEEEEDE. Result: 0 (no interaction). (3) The miRNA is mmu-miR-203-5p with sequence AGUGGUUCUUGACAGUUCAACA. The protein sequence of the target gene is MKFSLAISFFILMSLLFEDACAKEKSSKKGKGKKKQYLCPSQQSPEDLARVPPNSTSNILNRLLVSYDPRIRPNFKGIPVDVVVNIFINSFGSIQETTMDYRVNIFLRQKWNDPRLKLPSDFRGSDALTVDPTMYKCLWKPDLFFANEKSANFHDVTQENILLFIFRDGDVLVSMRLSITLSCPLDLTLFPMDTQRCKMQLESFGYTTDDLRFIWQSGDPVQLEKIALPQFDIKKEDIEYGNCTKYYKGTGYYTCVEVIFTLRRQVGFYMMGVYAPTLLIVVLSWLSFWINPDASAARVP.... Result: 1 (interaction). (4) The miRNA is hsa-let-7b-3p with sequence CUAUACAACCUACUGCCUUCCC. The protein sequence of the target gene is MSLSFLLLLFFSHLILSAWAHGEKRLAPKGQPGPAATDRNPRGSSSRQSSSSAMSSSSASSSPAASLGSQGSGLEQSSFQWSPSGRRTGSLYCRVGIGFHLQIYPDGKVNGSHEANMLSVLEIFAVSQGIVGIRGVFSNKFLAMSKKGKLHASAKFTDDCKFRERFQENSYNTYASAIHRTEKTGREWYVALNKRGKAKRGCSPRVKPQHISTHFLPRFKQSEQPELSFTVTVPEKKKPPSPIKPKIPLSAPRKNTNSVKYRLKFRFG. Result: 1 (interaction). (5) The miRNA is hsa-miR-1-3p with sequence UGGAAUGUAAAGAAGUAUGUAU. The protein sequence of the target gene is MAAGGGGGSSKASSSSASSAGALESSLDRKFQSVTNTMESIQGLSSWCIENKKHHSTIVYHWMKWLRRSAYPHRLNLFYLANDVIQNCKRKNAIIFRESFADVLPEAAALVKDPSVSKSVERIFKIWEDRNVYPEEMIVALREALSTTFKTQKQLKENLNKQPNKQWKKSQTSTNPKAALKSKIVAEFRSQALIEELLLYKRSEDQIELKEKQLSTMRVDVCSTETLKCLKDKTGGKKFSKEFEEASSKLEEFVNGLDKQVKNGPSLTEALENAGIFYEAQYKEVKVVANAYKTFANRVN.... Result: 1 (interaction).